The task is: Regression. Given a peptide amino acid sequence and an MHC pseudo amino acid sequence, predict their binding affinity value. This is MHC class I binding data.. This data is from Peptide-MHC class I binding affinity with 185,985 pairs from IEDB/IMGT. (1) The peptide sequence is YIALCKVTV. The MHC is HLA-A68:02 with pseudo-sequence HLA-A68:02. The binding affinity (normalized) is 0.642. (2) The peptide sequence is QELLRLTVW. The MHC is Mamu-B17 with pseudo-sequence Mamu-B17. The binding affinity (normalized) is 0.116. (3) The peptide sequence is KFGLPRIVA. The MHC is Mamu-A2601 with pseudo-sequence Mamu-A2601. The binding affinity (normalized) is 0.0303.